This data is from Catalyst prediction with 721,799 reactions and 888 catalyst types from USPTO. The task is: Predict which catalyst facilitates the given reaction. Reactant: [CH:1]([C:3]1[C:11]([O:12][CH3:13])=[CH:10][C:9]([CH3:14])=[C:8]2[C:4]=1[CH:5]=[CH:6][N:7]2[C:15]([O:17][C:18]([CH3:21])([CH3:20])[CH3:19])=[O:16])=[O:2].C[Si](C)(C)[C:24]([F:27])([F:26])[F:25].CCCC[N+](CCCC)(CCCC)CCCC.[F-]. Product: [CH3:13][O:12][C:11]1[C:3]([CH:1]([OH:2])[C:24]([F:27])([F:26])[F:25])=[C:4]2[C:8](=[C:9]([CH3:14])[CH:10]=1)[N:7]([C:15]([O:17][C:18]([CH3:21])([CH3:20])[CH3:19])=[O:16])[CH:6]=[CH:5]2. The catalyst class is: 1.